Dataset: Forward reaction prediction with 1.9M reactions from USPTO patents (1976-2016). Task: Predict the product of the given reaction. (1) Given the reactants [Br:1][C:2]1[CH:7]=[CH:6][CH:5]=[CH:4][C:3]=1[NH:8][N:9]=[C:10]([C:15]#[N:16])[C:11]([NH:13][CH3:14])=[O:12].[Cl-:17].[Al+3].[Cl-].[Cl-].Cl, predict the reaction product. The product is: [ClH:17].[NH2:16][C:15]1[C:4]2[C:3](=[C:2]([Br:1])[CH:7]=[CH:6][CH:5]=2)[N:8]=[N:9][C:10]=1[C:11]([NH:13][CH3:14])=[O:12]. (2) Given the reactants [ClH:1].[C:2]1([CH2:12][CH2:13][C:14]2[N:15]=[C:16]([CH:19]3[CH2:24][CH2:23][N:22](C(OC(C)(C)C)=O)[CH2:21][CH2:20]3)[S:17][CH:18]=2)[C:11]2[C:6](=[CH:7][CH:8]=[CH:9][CH:10]=2)[CH:5]=[CH:4][CH:3]=1, predict the reaction product. The product is: [ClH:1].[C:2]1([CH2:12][CH2:13][C:14]2[N:15]=[C:16]([CH:19]3[CH2:24][CH2:23][NH:22][CH2:21][CH2:20]3)[S:17][CH:18]=2)[C:11]2[C:6](=[CH:7][CH:8]=[CH:9][CH:10]=2)[CH:5]=[CH:4][CH:3]=1. (3) Given the reactants Br[CH2:2][C:3]1[CH:4]=[CH:5][C:6]([Cl:12])=[C:7]([CH:11]=1)[C:8]([O-:10])=[O:9].[CH2:13]([NH:15][CH2:16][CH3:17])[CH3:14].[C:18](=O)([O-])[O-].[K+].[K+], predict the reaction product. The product is: [Cl:12][C:6]1[CH:5]=[CH:4][C:3]([CH2:2][N:15]([CH2:16][CH3:17])[CH2:13][CH3:14])=[CH:11][C:7]=1[C:8]([O:10][CH3:18])=[O:9]. (4) Given the reactants [S:1]([N:11]1[C:15]2=[N:16][CH:17]=[C:18]([CH:20]=[N:21]O)[CH:19]=[C:14]2[CH:13]=[CH:12]1)([C:4]1[CH:10]=[CH:9][C:7]([CH3:8])=[CH:6][CH:5]=1)(=[O:3])=[O:2].[Cl-].[NH4+], predict the reaction product. The product is: [S:1]([N:11]1[C:15]2=[N:16][CH:17]=[C:18]([CH2:20][NH2:21])[CH:19]=[C:14]2[CH:13]=[CH:12]1)([C:4]1[CH:10]=[CH:9][C:7]([CH3:8])=[CH:6][CH:5]=1)(=[O:3])=[O:2]. (5) Given the reactants Br[C:2]1[CH:3]=[C:4]([N:8]2[CH:13]=[C:12]([O:14]CC3C=CC(OC)=CC=3)[C:11](=[O:24])[CH:10]=[C:9]2[CH:25]([OH:30])[C:26]([F:29])([F:28])[F:27])[CH:5]=[CH:6][CH:7]=1.[N:31]1[C:40]2[C:35](=[C:36](B(O)O)[CH:37]=[CH:38][CH:39]=2)[CH:34]=[CH:33][CH:32]=1.[Na+].O.S(C1C=C(P(C2C=CC=C(S([O-])(=O)=O)C=2)C2C=CC=C(S([O-])(=O)=O)C=2)C=CC=1)([O-])(=O)=O.[Na+].[Na+].C(NC(C)C)(C)C, predict the reaction product. The product is: [OH:14][C:12]1[C:11](=[O:24])[CH:10]=[C:9]([CH:25]([OH:30])[C:26]([F:29])([F:27])[F:28])[N:8]([C:4]2[CH:5]=[CH:6][CH:7]=[C:2]([C:36]3[CH:37]=[CH:38][CH:39]=[C:40]4[C:35]=3[CH:34]=[CH:33][CH:32]=[N:31]4)[CH:3]=2)[CH:13]=1. (6) Given the reactants C(O[C:6]([N:8](C)[CH2:9][CH2:10][CH2:11][NH:12][C:13]([C@:15]12[CH2:50][CH2:49][C@@H:48]([C:51]([CH3:53])=[CH2:52])[C@@H:16]1[C@@H:17]1[C@@:30]([CH3:33])([CH2:31][CH2:32]2)[C@@:29]2([CH3:34])[C@@H:20]([C@:21]3([CH3:47])[C@@H:26]([CH2:27][CH2:28]2)[C:25]([CH3:36])([CH3:35])[C:24]([C:37]2[CH:46]=[CH:45][C:40]([C:41]([O:43][CH3:44])=[O:42])=[CH:39][CH:38]=2)=[CH:23][CH2:22]3)[CH2:19][CH2:18]1)=[O:14])=O)(C)(C)C.Cl, predict the reaction product. The product is: [CH3:33][C@:30]12[C@@:29]3([CH3:34])[C@@H:20]([C@:21]4([CH3:47])[C@@H:26]([CH2:27][CH2:28]3)[C:25]([CH3:35])([CH3:36])[C:24]([C:37]3[CH:46]=[CH:45][C:40]([C:41]([O:43][CH3:44])=[O:42])=[CH:39][CH:38]=3)=[CH:23][CH2:22]4)[CH2:19][CH2:18][C@@H:17]1[C@H:16]1[C@H:48]([C:51]([CH3:53])=[CH2:52])[CH2:49][CH2:50][C@:15]1([C:13](=[O:14])[NH:12][CH2:11][CH2:10][CH2:9][NH:8][CH3:6])[CH2:32][CH2:31]2. (7) Given the reactants O[C@H]([C@H](O)CO)CN(C[C@H](O)[C@H](O)CO)[CH2:5][CH2:6][O:7][C:8]1[CH:13]=[CH:12][CH:11]=[CH:10][C:9]=1[CH2:14][CH2:15][CH2:16][CH2:17][NH2:18].[CH2:30]([OH:32])C.C(N(CC)CC)C.I.NC1C(C(NC(=N)SC)=[O:51])=NC(Cl)=C(N)N=1, predict the reaction product. The product is: [OH:51][C@H:5]([CH2:30][OH:32])[CH2:6][O:7][C:8]1[CH:13]=[CH:12][CH:11]=[CH:10][C:9]=1[CH2:14][CH2:15][CH2:16][CH2:17][NH2:18].